Predict the product of the given reaction. From a dataset of Forward reaction prediction with 1.9M reactions from USPTO patents (1976-2016). (1) The product is: [CH3:16][O:15][C:11]1[CH:10]=[C:9]2[C:14]([CH:4]=[CH:5][C:6](=[O:7])[NH:8]2)=[CH:13][CH:12]=1. Given the reactants C(O/[CH:4]=[CH:5]/[C:6]([NH:8][C:9]1[CH:14]=[CH:13][CH:12]=[C:11]([O:15][CH3:16])[CH:10]=1)=[O:7])C, predict the reaction product. (2) The product is: [Cl:1][C:2]1[C:3]([C:13]2[C:18]([F:19])=[CH:17][C:16]([F:20])=[CH:15][C:14]=2[F:21])=[C:4]([NH:6][CH:5]([CH3:10])[CH3:4])[C:5]2[N:6]=[CH:7][N:8]=[CH:9][C:10]=2[N:11]=1. Given the reactants [Cl:1][C:2]1[C:3]([C:13]2[C:18]([F:19])=[CH:17][C:16]([F:20])=[CH:15][C:14]=2[F:21])=[C:4](Cl)[C:5]2[N:6]=[CH:7][N:8]=[CH:9][C:10]=2[N:11]=1, predict the reaction product. (3) Given the reactants [ClH:1].[F:2][CH:3]1[CH:8]([O:9][C:10]2[CH:15]=[CH:14][C:13]([N+:16]([O-:18])=[O:17])=[CH:12][CH:11]=2)[CH2:7][CH2:6][N:5](C(OC(C)(C)C)=O)[CH2:4]1, predict the reaction product. The product is: [ClH:1].[F:2][CH:3]1[CH:8]([O:9][C:10]2[CH:11]=[CH:12][C:13]([N+:16]([O-:18])=[O:17])=[CH:14][CH:15]=2)[CH2:7][CH2:6][NH:5][CH2:4]1. (4) Given the reactants [NH2:1][C:2]1[CH:7]=[CH:6][CH:5]=[CH:4][C:3]=1[OH:8].[N+:9]([C:12]1[CH:17]=[CH:16][C:15]([C:18]2[O:22][C:21]([CH:23]=O)=[CH:20][CH:19]=2)=[CH:14][CH:13]=1)([O-:11])=[O:10], predict the reaction product. The product is: [N+:9]([C:12]1[CH:13]=[CH:14][C:15]([C:18]2[O:22][C:21]([CH:23]=[N:1][C:2]3[CH:7]=[CH:6][CH:5]=[CH:4][C:3]=3[OH:8])=[CH:20][CH:19]=2)=[CH:16][CH:17]=1)([O-:11])=[O:10]. (5) Given the reactants [NH:1]1[CH2:4][CH:3]([NH:5][C:6](=[O:20])[C:7]2[CH:12]=[CH:11][C:10]([C:13]3[CH:18]=[CH:17][CH:16]=[C:15]([F:19])[CH:14]=3)=[N:9][CH:8]=2)[CH2:2]1.Cl[C:22]1[N:29]=[C:28]([CH3:30])[CH:27]=[C:26]([CH3:31])[C:23]=1[C:24]#[N:25].C(O)CCC, predict the reaction product. The product is: [C:24]([C:23]1[C:22]([N:1]2[CH2:4][CH:3]([NH:5][C:6](=[O:20])[C:7]3[CH:12]=[CH:11][C:10]([C:13]4[CH:18]=[CH:17][CH:16]=[C:15]([F:19])[CH:14]=4)=[N:9][CH:8]=3)[CH2:2]2)=[N:29][C:28]([CH3:30])=[CH:27][C:26]=1[CH3:31])#[N:25].